Predict the reactants needed to synthesize the given product. From a dataset of Full USPTO retrosynthesis dataset with 1.9M reactions from patents (1976-2016). Given the product [C:10]1([S:16]([C:18]2[CH:19]=[CH:20][C:21]([C:22]([NH:48][CH2:49][C:50](=[O:51])[N:52]3[CH2:53][CH2:54][N:55]([C:58](=[O:69])[C:59]4[CH:64]=[CH:63][CH:62]=[CH:61][C:60]=4[C:65]([F:66])([F:68])[F:67])[CH2:56][CH2:57]3)=[O:24])=[CH:25][CH:26]=2)=[O:17])[CH:11]=[CH:12][CH:13]=[CH:14][CH:15]=1, predict the reactants needed to synthesize it. The reactants are: CCN(C(C)C)C(C)C.[C:10]1([S:16]([C:18]2[CH:26]=[CH:25][C:21]([C:22]([OH:24])=O)=[CH:20][CH:19]=2)=[O:17])[CH:15]=[CH:14][CH:13]=[CH:12][CH:11]=1.CCN=C=NCCCN(C)C.C1C=CC2N(O)N=NC=2C=1.[NH2:48][CH2:49][C:50]([N:52]1[CH2:57][CH2:56][N:55]([C:58](=[O:69])[C:59]2[CH:64]=[CH:63][CH:62]=[CH:61][C:60]=2[C:65]([F:68])([F:67])[F:66])[CH2:54][CH2:53]1)=[O:51].C(O)(C(F)(F)F)=O.